Dataset: Full USPTO retrosynthesis dataset with 1.9M reactions from patents (1976-2016). Task: Predict the reactants needed to synthesize the given product. (1) The reactants are: [CH2:1]([C:3]1[C:4]([CH3:13])([CH3:12])[C@@H:5]([C:8](=[CH2:11])[CH:9]=[O:10])[CH2:6][CH:7]=1)[CH3:2].[H-].[H-].[H-].[H-].[Li+].[Al+3].O.[OH-].[Na+]. Given the product [CH2:1]([C:3]1[C:4]([CH3:12])([CH3:13])[C@@H:5]([C:8](=[CH2:11])[CH2:9][OH:10])[CH2:6][CH:7]=1)[CH3:2], predict the reactants needed to synthesize it. (2) Given the product [C:29]([C:31]1[CH:32]=[CH:33][C:34]([N:37]2[C:41]([C:2]3[CH:3]=[C:4]([C:20]([O:22][CH2:23][CH3:24])=[O:21])[C:5](=[O:19])[N:6]([C:9]4[CH:14]=[CH:13][CH:12]=[C:11]([C:15]([F:18])([F:17])[F:16])[CH:10]=4)[C:7]=3[CH3:8])=[CH:40][CH:39]=[N:38]2)=[CH:35][CH:36]=1)#[N:30], predict the reactants needed to synthesize it. The reactants are: I[C:2]1[CH:3]=[C:4]([C:20]([O:22][CH2:23][CH3:24])=[O:21])[C:5](=[O:19])[N:6]([C:9]2[CH:14]=[CH:13][CH:12]=[C:11]([C:15]([F:18])([F:17])[F:16])[CH:10]=2)[C:7]=1[CH3:8].C([O-])(=O)C.[C:29]([C:31]1[CH:36]=[CH:35][C:34]([N:37]2[C:41](C3C=C(C(NCC[N+]4(C)CCCC4)=O)C(=O)N(C4C=CC=C(C(F)(F)F)C=4)C=3C)=[CH:40][CH:39]=[N:38]2)=[CH:33][CH:32]=1)#[N:30].O.O.O.P([O-])([O-])(O)=O.[K+].[K+].CC1(C)C(C)(C)OB(C2N(C3C=CC(C#N)=CC=3)N=CC=2)O1. (3) Given the product [Br:40][C:41]1[CH:47]=[CH:46][C:44]([NH:45][CH2:38][C:19]2[CH:18]=[CH:17][C:16]([Cl:15])=[CH:21][C:20]=2[C:22]2[CH:23]=[CH:24][C:25]([C:28]([NH:30][CH2:31][CH2:32][C:33]([O:35][CH2:36][CH3:37])=[O:34])=[O:29])=[N:26][CH:27]=2)=[CH:43][CH:42]=1, predict the reactants needed to synthesize it. The reactants are: [BH-](OC(C)=O)(OC(C)=O)OC(C)=O.[Na+].[Cl:15][C:16]1[CH:17]=[CH:18][C:19]([CH:38]=O)=[C:20]([C:22]2[CH:23]=[CH:24][C:25]([C:28]([NH:30][CH2:31][CH2:32][C:33]([O:35][CH2:36][CH3:37])=[O:34])=[O:29])=[N:26][CH:27]=2)[CH:21]=1.[Br:40][C:41]1[CH:47]=[CH:46][C:44]([NH2:45])=[CH:43][CH:42]=1.CC(O)=O. (4) Given the product [CH3:61][O:60][C:58](=[O:59])[NH:57][C:73]1([C:14]([N:16]2[CH2:20][CH2:19][CH2:18][CH:17]2[C:21]2[NH:22][C:23]([C:26]3[CH:31]=[CH:30][C:29]([C:32]4[CH:41]=[CH:40][C:39]5[C:34](=[CH:35][CH:36]=[C:37]([C:42]6[NH:43][C:44]([CH:47]7[CH2:51][CH2:50][CH2:49][N:48]7[C:52](=[O:62])[CH:53]([NH:57][C:58]([O:60][CH3:61])=[O:59])[CH:54]([CH3:56])[CH3:55])=[N:45][CH:46]=6)[CH:38]=5)[CH:33]=4)=[CH:28][CH:27]=3)=[CH:24][N:25]=2)=[O:15])[C:72]2[C:67](=[CH:68][CH:69]=[CH:70][CH:71]=2)[CH2:66][CH2:65]1, predict the reactants needed to synthesize it. The reactants are: COC(=O)NC1([C:14]([N:16]2[CH2:20][CH2:19][CH2:18][CH:17]2[C:21]2[NH:22][C:23]([C:26]3[CH:31]=[CH:30][C:29]([C:32]4[CH:41]=[CH:40][C:39]5[C:34](=[CH:35][CH:36]=[C:37]([C:42]6[NH:43][C:44]([CH:47]7[CH2:51][CH2:50][CH2:49][N:48]7[C:52](=[O:62])[CH:53]([NH:57][C:58]([O:60][CH3:61])=[O:59])[CH:54]([CH3:56])[CH3:55])=[N:45][CH:46]=6)[CH:38]=5)[CH:33]=4)=[CH:28][CH:27]=3)=[CH:24][N:25]=2)=[O:15])CC2C(=CC=CC=2)C1.N[C:65]1(C(O)=O)[CH2:73][C:72]2[C:67](=[CH:68][CH:69]=[CH:70][CH:71]=2)[CH2:66]1. (5) Given the product [Cl:30][CH2:24][C:10]1[C:11]([CH3:23])=[N:12][C:13]2[N:14]([CH:15]=[C:16]([C:18]([O:20][CH2:21][CH3:22])=[O:19])[N:17]=2)[C:9]=1[C:3]1[CH:4]=[CH:5][C:6]([Cl:8])=[CH:7][C:2]=1[Cl:1], predict the reactants needed to synthesize it. The reactants are: [Cl:1][C:2]1[CH:7]=[C:6]([Cl:8])[CH:5]=[CH:4][C:3]=1[C:9]1[N:14]2[CH:15]=[C:16]([C:18]([O:20][CH2:21][CH3:22])=[O:19])[N:17]=[C:13]2[N:12]=[C:11]([CH3:23])[C:10]=1[CH2:24]O.CS([Cl:30])(=O)=O.CCN(CC)CC. (6) Given the product [Cl:19][C:17]1[CH:18]=[C:13]2[C:12]([CH2:20][C:21]3[CH:22]=[CH:23][C:24]([NH:27][CH2:38][C:35]4[CH:36]=[N:37][C:32]([O:31][CH2:30][C:29]([F:41])([F:28])[F:40])=[CH:33][CH:34]=4)=[N:25][CH:26]=3)=[CH:11][NH:10][C:14]2=[N:15][CH:16]=1, predict the reactants needed to synthesize it. The reactants are: C1(S([N:10]2[C:14]3=[N:15][CH:16]=[C:17]([Cl:19])[CH:18]=[C:13]3[C:12]([CH2:20][C:21]3[CH:22]=[CH:23][C:24]([NH2:27])=[N:25][CH:26]=3)=[CH:11]2)(=O)=O)C=CC=CC=1.[F:28][C:29]([F:41])([F:40])[CH2:30][O:31][C:32]1[N:37]=[CH:36][C:35]([CH:38]=O)=[CH:34][CH:33]=1.C([BH3-])#N.[OH-].[K+].C(=O)([O-])[O-].[K+].[K+]. (7) The reactants are: [CH3:1][C:2]1[CH:7]=[CH:6][N:5]=[CH:4][C:3]=1[C:8]1[S:12][C:11]([C:13]([O:15]CC)=[O:14])=[CH:10][CH:9]=1.[OH-].[Na+]. Given the product [CH3:1][C:2]1[CH:7]=[CH:6][N:5]=[CH:4][C:3]=1[C:8]1[S:12][C:11]([C:13]([OH:15])=[O:14])=[CH:10][CH:9]=1, predict the reactants needed to synthesize it.